This data is from Forward reaction prediction with 1.9M reactions from USPTO patents (1976-2016). The task is: Predict the product of the given reaction. (1) Given the reactants Br[C:2](Br)=[CH:3][C:4]1[CH:9]=[CH:8][C:7]([O:10][CH2:11][C:12]2[CH:17]=[CH:16][CH:15]=[CH:14][CH:13]=2)=[CH:6][CH:5]=1.C([O-])([O-])=O.[Cs+].[Cs+].O, predict the reaction product. The product is: [C:3]([C:4]1[CH:9]=[CH:8][C:7]([O:10][CH2:11][C:12]2[CH:17]=[CH:16][CH:15]=[CH:14][CH:13]=2)=[CH:6][CH:5]=1)#[CH:2]. (2) Given the reactants [Cl:1][C:2]1[C:7](C(O)=O)=[C:6]([Cl:11])[N:5]=[C:4]([S:12][CH3:13])[N:3]=1.C1(P(N=[N+]=[N-])(C2C=CC=CC=2)=[O:21])C=CC=CC=1.C([N:33]([CH2:36]C)CC)C.[CH2:38]([OH:41])[CH:39]=[CH2:40], predict the reaction product. The product is: [CH2:38]([O:41][C:36](=[O:21])[NH:33][C:7]1[C:2]([Cl:1])=[N:3][C:4]([S:12][CH3:13])=[N:5][C:6]=1[Cl:11])[CH:39]=[CH2:40].